Predict the reaction yield, written as a fraction of the theoretical maximum amount of product (1.0 means a 100% yield; for example, 0.34 means a 34% yield). From a dataset of Reaction yield outcomes from USPTO patents with 853,638 reactions. The reactants are [F:1][C:2]1[CH:7]=[C:6]([F:8])[CH:5]=[CH:4][C:3]=1[CH:9]([N:13]1[CH2:18][CH2:17][CH2:16][CH2:15][CH2:14]1)[C:10]([OH:12])=[O:11].C1CCC(N=C=NC2CCCCC2)CC1.C1C=CC2N(O)N=NC=2C=1.[N:44]12[CH2:51][CH2:50][CH:47]([CH2:48][CH2:49]1)[C@@H:46](O)[CH2:45]2. The catalyst is C1COCC1. The product is [F:1][C:2]1[CH:7]=[C:6]([F:8])[CH:5]=[CH:4][C:3]=1[CH:9]([N:13]1[CH2:18][CH2:17][CH2:16][CH2:15][CH2:14]1)[C:10]([O:12][C@@H:46]1[CH:47]2[CH2:50][CH2:51][N:44]([CH2:49][CH2:48]2)[CH2:45]1)=[O:11]. The yield is 0.645.